This data is from Reaction yield outcomes from USPTO patents with 853,638 reactions. The task is: Predict the reaction yield, written as a fraction of the theoretical maximum amount of product (1.0 means a 100% yield; for example, 0.34 means a 34% yield). (1) The yield is 0.840. The catalyst is [Pd].CO.CCOCC. The reactants are [F:1][C:2]1[CH:7]=[CH:6][CH:5]=[C:4]([N+:8]([O-])=O)[C:3]=1[CH:11]1[CH2:15][CH:14]=[CH:13][O:12]1.FC1C=CC=C([N+]([O-])=O)C=1C1C=CCO1.CCN(CC)CC. The product is [F:1][C:2]1[C:3]([CH:11]2[CH2:15][CH2:14][CH2:13][O:12]2)=[C:4]([CH:5]=[CH:6][CH:7]=1)[NH2:8]. (2) The reactants are [CH3:1][O:2][C:3]1[CH:4]=[C:5]2[C:10](=[CH:11][C:12]=1[O:13][CH2:14][CH:15]1[CH2:17][O:16]1)[N:9]=[CH:8][CH:7]=[C:6]2[O:18][C:19]1[C:20]([CH3:29])=[N:21][C:22]2[C:27]([CH:28]=1)=[CH:26][CH:25]=[CH:24][CH:23]=2.FC(F)(F)C(O)=[O:33].[OH-].[Na+]. The catalyst is ClCCl. The product is [CH3:1][O:2][C:3]1[CH:4]=[C:5]2[C:10](=[CH:11][C:12]=1[O:13][CH2:14][CH:15]([OH:16])[CH2:17][OH:33])[N:9]=[CH:8][CH:7]=[C:6]2[O:18][C:19]1[C:20]([CH3:29])=[N:21][C:22]2[C:27]([CH:28]=1)=[CH:26][CH:25]=[CH:24][CH:23]=2. The yield is 0.670. (3) The catalyst is CN(C=O)C.O. The reactants are [F:1][C:2]1[CH:10]=[CH:9][C:8]2[N:7]([CH2:11][C:12]3[CH:20]=[CH:19][C:15]([C:16](O)=[O:17])=[CH:14][CH:13]=3)[C:6]3[CH:21]=[N:22][N:23]([CH:24]4[CH2:29][CH2:28][CH2:27][CH2:26][O:25]4)[C:5]=3[C:4]=2[CH:3]=1.[NH:30]1[CH2:35][CH2:34][O:33][CH2:32][CH2:31]1.C(Cl)CCl.C1C=CC2N(O)N=NC=2C=1.CCN(C(C)C)C(C)C. The product is [F:1][C:2]1[CH:10]=[CH:9][C:8]2[N:7]([CH2:11][C:12]3[CH:20]=[CH:19][C:15]([C:16]([N:30]4[CH2:35][CH2:34][O:33][CH2:32][CH2:31]4)=[O:17])=[CH:14][CH:13]=3)[C:6]3[CH:21]=[N:22][N:23]([CH:24]4[CH2:29][CH2:28][CH2:27][CH2:26][O:25]4)[C:5]=3[C:4]=2[CH:3]=1. The yield is 0.920. (4) The reactants are Br[CH2:2][C:3]1[C:8]([F:9])=[C:7]([F:10])[C:6]([C:11]2[C:16]([F:17])=[C:15]([F:18])[C:14]([F:19])=[C:13]([F:20])[C:12]=2[F:21])=[C:5]([F:22])[C:4]=1[F:23].[F:24][C:25]([F:30])([F:29])[S:26]([O-:28])=[O:27].[Na+].O.C(OCC)(=O)C. The catalyst is C(#N)CC. The product is [F:17][C:16]1[C:11]([C:6]2[C:7]([F:10])=[C:8]([F:9])[C:3]([CH2:2][S:26]([C:25]([F:30])([F:29])[F:24])(=[O:28])=[O:27])=[C:4]([F:23])[C:5]=2[F:22])=[C:12]([F:21])[C:13]([F:20])=[C:14]([F:19])[C:15]=1[F:18]. The yield is 0.940. (5) The reactants are [N:1]1[CH:2]=[C:3]([CH2:10][C:11]2[CH:21]=[CH:20][C:14]3[N:15]=[C:16]([S:18][CH3:19])[S:17][C:13]=3[CH:12]=2)[N:4]2[C:9]=1[CH:8]=[CH:7][CH:6]=[N:5]2.ClC1C=CC=C(C(OO)=[O:30])C=1.[O-]S([O-])(=S)=O.[Na+].[Na+]. The catalyst is C(Cl)Cl. The product is [N:1]1[CH:2]=[C:3]([CH2:10][C:11]2[CH:21]=[CH:20][C:14]3[N:15]=[C:16]([S:18]([CH3:19])=[O:30])[S:17][C:13]=3[CH:12]=2)[N:4]2[C:9]=1[CH:8]=[CH:7][CH:6]=[N:5]2. The yield is 0.870. (6) The reactants are [C:1]([O:5][C:6](=[O:15])[C:7]1[CH:12]=[CH:11][C:10]([F:13])=[CH:9][C:8]=1F)([CH3:4])([CH3:3])[CH3:2].C([O-])(O)=O.[Na+].[CH3:21][O:22][CH2:23][C@@H:24]([NH2:26])[CH3:25]. No catalyst specified. The product is [C:1]([O:5][C:6](=[O:15])[C:7]1[CH:12]=[CH:11][C:10]([F:13])=[CH:9][C:8]=1[NH:26][C@@H:24]([CH3:25])[CH2:23][O:22][CH3:21])([CH3:4])([CH3:3])[CH3:2]. The yield is 0.840. (7) The reactants are C1COCC1.[C:6]1([Mg]Br)[CH:11]=[CH:10][CH:9]=[CH:8][CH:7]=1.Cl[C:15]1[CH:20]=[CH:19][CH:18]=[CH:17][C:16]=1[CH:21]1[O:25][CH2:24][CH2:23][O:22]1.C(OCC)C. The catalyst is CCCCCC. The product is [C:19]1([C:6]2[CH:11]=[CH:10][CH:9]=[CH:8][CH:7]=2)[CH:18]=[CH:17][C:16]([CH:21]2[O:25][CH2:24][CH2:23][O:22]2)=[CH:15][CH:20]=1. The yield is 0.880.